Task: Predict the reaction yield, written as a fraction of the theoretical maximum amount of product (1.0 means a 100% yield; for example, 0.34 means a 34% yield).. Dataset: Reaction yield outcomes from USPTO patents with 853,638 reactions (1) The reactants are [NH:1]([C:15]([O:17][CH2:18][C:19]1[CH:24]=[CH:23][CH:22]=[CH:21][CH:20]=1)=[O:16])[C@H:2]([C:12]([OH:14])=O)[CH2:3][CH2:4][C:5](=[O:11])[O:6][C:7]([CH3:10])([CH3:9])[CH3:8].OC1C2N=NNC=2C=CC=1.[NH2:35][CH2:36][C:37]([NH:39][CH2:40][C:41]([NH2:43])=[O:42])=[O:38].Cl.CN(C)CCCN=C=NCC.C(N(C(C)C)CC)(C)C. The catalyst is CN(C)C=O. The product is [NH:1]([C:15]([O:17][CH2:18][C:19]1[CH:24]=[CH:23][CH:22]=[CH:21][CH:20]=1)=[O:16])[C@H:2]([C:12]([NH:35][CH2:36][C:37]([NH:39][CH2:40][C:41]([NH2:43])=[O:42])=[O:38])=[O:14])[CH2:3][CH2:4][C:5](=[O:11])[O:6][C:7]([CH3:8])([CH3:9])[CH3:10]. The yield is 0.830. (2) The reactants are [C:1]([O:14][CH3:15])(=[O:13])[CH2:2][CH2:3][CH2:4][CH2:5][CH2:6][CH2:7][CH2:8][CH2:9][CH2:10][CH2:11][CH3:12].[CH3:16][N:17]([CH:19](O)[CH2:20]CC)[CH3:18]. No catalyst specified. The product is [C:1]([O:14][CH2:15][CH2:20][CH2:19][N:17]([CH3:18])[CH3:16])(=[O:13])[CH2:2][CH2:3][CH2:4][CH2:5][CH2:6][CH2:7][CH2:8][CH2:9][CH2:10][CH2:11][CH3:12]. The yield is 0.670. (3) The reactants are COC(=O)[NH:4][C:5]1[S:6][C:7]2[C:13]([C:14]3[CH:19]=[CH:18][N:17]=[C:16]([CH3:20])[CH:15]=3)=[CH:12][CH:11]=[C:10]([O:21][CH3:22])[C:8]=2[N:9]=1.[OH-].[K+].Cl. The catalyst is C(O)CO.O. The product is [CH3:22][O:21][C:10]1[C:8]2[N:9]=[C:5]([NH2:4])[S:6][C:7]=2[C:13]([C:14]2[CH:19]=[CH:18][N:17]=[C:16]([CH3:20])[CH:15]=2)=[CH:12][CH:11]=1. The yield is 0.830. (4) The reactants are [Br:1][C:2]1[C:3]([CH3:21])=[C:4]([N:8]2[C:17](=[O:18])[C:16]3[C:11](=[C:12]([F:19])[CH:13]=[CH:14][CH:15]=3)[NH:10][C:9]2=[O:20])[CH:5]=[CH:6][CH:7]=1.[C:22]([O-])([O-])=O.[Cs+].[Cs+].IC. The catalyst is CN(C=O)C.CCOC(C)=O.O. The product is [Br:1][C:2]1[C:3]([CH3:21])=[C:4]([N:8]2[C:17](=[O:18])[C:16]3[C:11](=[C:12]([F:19])[CH:13]=[CH:14][CH:15]=3)[N:10]([CH3:22])[C:9]2=[O:20])[CH:5]=[CH:6][CH:7]=1. The yield is 0.960. (5) The reactants are [CH2:1]([O:3][C:4]([C:6]1[S:10][C:9]([NH2:11])=[N:8][C:7]=1[CH3:12])=[O:5])[CH3:2].[CH3:13][S:14](Cl)(=[O:16])=[O:15]. The catalyst is ClCCl.N1C=CC=CC=1. The product is [CH2:1]([O:3][C:4]([C:6]1[S:10][C:9]([NH:11][S:14]([CH3:13])(=[O:16])=[O:15])=[N:8][C:7]=1[CH3:12])=[O:5])[CH3:2]. The yield is 0.870. (6) The reactants are C[Si]([N-][Si](C)(C)C)(C)C.[K+].C[Si]([N-][Si](C)(C)C)(C)C.[K+].C1COCC1.[CH3:26][C:27]#[N:28].F[C:30]1[N:35]=[CH:34][C:33]([C:36]2[CH:50]=[CH:49][C:39]([O:40][CH2:41][CH2:42][N:43]3[CH2:48][CH2:47][O:46][CH2:45][CH2:44]3)=[CH:38][CH:37]=2)=[CH:32][CH:31]=1. The catalyst is C1COCC1. The product is [O:46]1[CH2:47][CH2:48][N:43]([CH2:42][CH2:41][O:40][C:39]2[CH:49]=[CH:50][C:36]([C:33]3[CH:32]=[CH:31][C:30]([CH2:26][C:27]#[N:28])=[N:35][CH:34]=3)=[CH:37][CH:38]=2)[CH2:44][CH2:45]1. The yield is 0.760.